Predict the reactants needed to synthesize the given product. From a dataset of Full USPTO retrosynthesis dataset with 1.9M reactions from patents (1976-2016). (1) Given the product [Br:1][C:2]1[CH:6]=[CH:5][S:4][C:3]=1[CH2:7][N:9]1[CH2:14][CH2:13][O:12][CH2:11][CH2:10]1, predict the reactants needed to synthesize it. The reactants are: [Br:1][C:2]1[CH:6]=[CH:5][S:4][C:3]=1[CH:7]=O.[NH:9]1[CH2:14][CH2:13][O:12][CH2:11][CH2:10]1.C(Cl)Cl.C(O[BH-](OC(=O)C)OC(=O)C)(=O)C.[Na+]. (2) Given the product [Br:16][CH2:13][C:9]1[CH:8]=[C:7]([C:2]2[CH:3]=[N:4][CH:5]=[CH:6][N:1]=2)[CH:12]=[CH:11][CH:10]=1, predict the reactants needed to synthesize it. The reactants are: [N:1]1[CH:6]=[CH:5][N:4]=[CH:3][C:2]=1[C:7]1[CH:8]=[C:9]([CH2:13]O)[CH:10]=[CH:11][CH:12]=1.P(Br)(Br)[Br:16]. (3) Given the product [Br:1][C:2]1[CH:10]=[C:9]2[C:5]([CH:6]=[CH:7][N:8]2[Si:14]([CH:21]([CH3:23])[CH3:22])([CH:18]([CH3:20])[CH3:19])[CH:15]([CH3:17])[CH3:16])=[CH:4][CH:3]=1, predict the reactants needed to synthesize it. The reactants are: [Br:1][C:2]1[CH:10]=[C:9]2[C:5]([CH:6]=[CH:7][NH:8]2)=[CH:4][CH:3]=1.[H-].[Na+].Cl[Si:14]([CH:21]([CH3:23])[CH3:22])([CH:18]([CH3:20])[CH3:19])[CH:15]([CH3:17])[CH3:16].